Dataset: Reaction yield outcomes from USPTO patents with 853,638 reactions. Task: Predict the reaction yield, written as a fraction of the theoretical maximum amount of product (1.0 means a 100% yield; for example, 0.34 means a 34% yield). (1) The reactants are [Cl:1][S:2]([OH:5])(=O)=[O:3].[S:6]1[CH:10]=[CH:9][CH:8]=[C:7]1[C:11]([N:13]1[CH2:18][CH2:17][O:16][CH2:15][CH2:14]1)=[O:12]. No catalyst specified. The product is [N:13]1([C:11]([C:7]2[S:6][C:10]([S:2]([Cl:1])(=[O:5])=[O:3])=[CH:9][CH:8]=2)=[O:12])[CH2:18][CH2:17][O:16][CH2:15][CH2:14]1. The yield is 0.205. (2) The reactants are [O:1]1[CH2:4][C:3](=O)[CH2:2]1.C1(P(C2C=CC=CC=2)(C2C=CC=CC=2)=[CH:13][C:14]([O:16][CH2:17][CH3:18])=[O:15])C=CC=CC=1. The catalyst is C(Cl)Cl. The product is [O:1]1[CH2:2][C:3](=[CH:13][C:14]([O:16][CH2:17][CH3:18])=[O:15])[CH2:4]1. The yield is 0.790. (3) The reactants are [F:1][C:2]([F:15])([F:14])[C:3]1[CH:12]=[C:11]2[C:6]([CH2:7][CH2:8][NH:9][C:10]2=[O:13])=[CH:5][CH:4]=1.Br[C:17]1[CH:18]=[N:19][CH:20]=[CH:21][CH:22]=1.P([O-])([O-])([O-])=O.[K+].[K+].[K+]. The catalyst is [Cu](I)I.O1CCOCC1. The product is [N:19]1[CH:20]=[CH:21][CH:22]=[C:17]([N:9]2[CH2:8][CH2:7][C:6]3[C:11](=[CH:12][C:3]([C:2]([F:1])([F:14])[F:15])=[CH:4][CH:5]=3)[C:10]2=[O:13])[CH:18]=1. The yield is 0.221.